Dataset: Forward reaction prediction with 1.9M reactions from USPTO patents (1976-2016). Task: Predict the product of the given reaction. (1) Given the reactants [CH2:1]([C:4]1[CH:9]=[C:8]([C:10]2[S:11][CH:12]=[C:13]([C:15]3[CH:20]=[CH:19][C:18]([NH2:21])=[CH:17][CH:16]=3)[N:14]=2)[CH:7]=[CH:6][N:5]=1)[CH2:2][CH3:3].[C:22]([O:26][C:27](O[C:27]([O:26][C:22]([CH3:25])([CH3:24])[CH3:23])=[O:28])=[O:28])([CH3:25])([CH3:24])[CH3:23], predict the reaction product. The product is: [CH2:1]([C:4]1[CH:9]=[C:8]([C:10]2[S:11][CH:12]=[C:13]([C:15]3[CH:16]=[CH:17][C:18]([NH:21][C:27](=[O:28])[O:26][C:22]([CH3:25])([CH3:24])[CH3:23])=[CH:19][CH:20]=3)[N:14]=2)[CH:7]=[CH:6][N:5]=1)[CH2:2][CH3:3]. (2) Given the reactants [Br:1][C:2]1[CH:11]=[CH:10][CH:9]=[C:8]2[C:3]=1[CH2:4][CH2:5][CH2:6][N:7]2[C:12]([O:14][CH2:15][CH2:16]OC1C=CC=C(C)C=1C)=[O:13].CC1C(C)=CC=CC=1OCC(OCC)=O.[CH3:41][C:42]1[C:47]([CH3:48])=[CH:46][CH:45]=[CH:44][C:43]=1[CH2:49]CC(OC)=O, predict the reaction product. The product is: [Br:1][C:2]1[CH:11]=[CH:10][CH:9]=[C:8]2[C:3]=1[CH2:4][CH2:5][CH2:6][N:7]2[C:12]([O:14][CH2:15][CH2:16][CH2:49][C:43]1[CH:44]=[CH:45][CH:46]=[C:47]([CH3:48])[C:42]=1[CH3:41])=[O:13]. (3) Given the reactants [C@@H:1]12[CH2:7][CH:4]([CH:5]=[CH:6]1)[C:3](=O)[NH:2]2.[H-].[Al+3].[Li+].[H-].[H-].[H-].C(N(CC)CC)C.[C:22](Cl)([O:24][CH2:25][C:26]1[CH:31]=[CH:30][CH:29]=[CH:28][CH:27]=1)=[O:23], predict the reaction product. The product is: [C@@H:1]12[CH2:7][C@@H:4]([CH:5]=[CH:6]1)[CH2:3][N:2]2[C:22]([O:24][CH2:25][C:26]1[CH:31]=[CH:30][CH:29]=[CH:28][CH:27]=1)=[O:23]. (4) The product is: [CH2:1]([N:8]1[CH:13]=[CH:12][CH:11]=[C:10]([C:14]([NH:18][C:19]2[CH:34]=[CH:33][C:22]([O:23][C:24]3[CH:29]=[CH:28][N:27]=[C:26]([C:30]([NH2:32])=[O:31])[CH:25]=3)=[C:21]([F:35])[CH:20]=2)=[O:16])[C:9]1=[O:17])[C:2]1[CH:3]=[CH:4][CH:5]=[CH:6][CH:7]=1. Given the reactants [CH2:1]([N:8]1[CH:13]=[CH:12][CH:11]=[C:10]([C:14]([OH:16])=O)[C:9]1=[O:17])[C:2]1[CH:7]=[CH:6][CH:5]=[CH:4][CH:3]=1.[NH2:18][C:19]1[CH:34]=[CH:33][C:22]([O:23][C:24]2[CH:29]=[CH:28][N:27]=[C:26]([C:30]([NH2:32])=[O:31])[CH:25]=2)=[C:21]([F:35])[CH:20]=1.CN(C(ON1N=NC2C=CC=CC1=2)=[N+](C)C)C.[B-](F)(F)(F)F.CCN(C(C)C)C(C)C, predict the reaction product. (5) Given the reactants [O:1]=[C:2]1[CH2:5][CH:4]([C:6]([OH:8])=O)[CH2:3]1.[F:9][C:10]([F:22])([F:21])[C:11]1[CH:12]=[C:13]([CH:18]=[CH:19][CH:20]=1)[C:14]([NH:16]O)=[NH:15], predict the reaction product. The product is: [F:9][C:10]([F:21])([F:22])[C:11]1[CH:12]=[C:13]([C:14]2[N:16]=[C:6]([CH:4]3[CH2:3][C:2](=[O:1])[CH2:5]3)[O:8][N:15]=2)[CH:18]=[CH:19][CH:20]=1. (6) Given the reactants CS[C:3](=[C:17]([C:20]#[N:21])[C:18]#[N:19])[N:4]1[CH2:9][CH2:8][CH:7]([CH2:10][N:11]2[CH2:16][CH2:15][CH2:14][CH2:13][CH2:12]2)[CH2:6][CH2:5]1.[NH2:22][CH:23]1[CH2:28][CH2:27][N:26]([CH:29]([CH3:31])[CH3:30])[CH2:25][CH2:24]1, predict the reaction product. The product is: [CH:29]([N:26]1[CH2:27][CH2:28][CH:23]([NH:22][C:3](=[C:17]([C:20]#[N:21])[C:18]#[N:19])[N:4]2[CH2:9][CH2:8][CH:7]([CH2:10][N:11]3[CH2:16][CH2:15][CH2:14][CH2:13][CH2:12]3)[CH2:6][CH2:5]2)[CH2:24][CH2:25]1)([CH3:31])[CH3:30]. (7) Given the reactants [N+:1]([C:4]1[CH:12]=[CH:11][C:7]([C:8](Cl)=[O:9])=[CH:6][CH:5]=1)([O-:3])=[O:2].C(N(CC)CC)C.[CH:20]1([CH2:23][NH2:24])[CH2:22][CH2:21]1, predict the reaction product. The product is: [CH:20]1([CH2:23][NH:24][C:8](=[O:9])[C:7]2[CH:11]=[CH:12][C:4]([N+:1]([O-:3])=[O:2])=[CH:5][CH:6]=2)[CH2:22][CH2:21]1.